Dataset: Forward reaction prediction with 1.9M reactions from USPTO patents (1976-2016). Task: Predict the product of the given reaction. (1) Given the reactants [Cl-].[CH3:2][O:3][CH2:4][P+](C1C=CC=CC=1)(C1C=CC=CC=1)C1C=CC=CC=1.CC(C)([O-])C.[K+].[O:30]1[C:34]2([CH2:39][CH2:38][CH:37]([CH:40]3[CH2:45][CH2:44][C:43](=O)[CH2:42][CH2:41]3)[CH2:36][CH2:35]2)[O:33][CH2:32][CH2:31]1, predict the reaction product. The product is: [CH3:2][O:3][CH:4]=[C:43]1[CH2:44][CH2:45][CH:40]([CH:37]2[CH2:38][CH2:39][C:34]3([O:33][CH2:32][CH2:31][O:30]3)[CH2:35][CH2:36]2)[CH2:41][CH2:42]1. (2) Given the reactants Br[C:2]1[C:3]([CH:9]=[N:10][C:11]([CH3:14])([CH3:13])C)=[CH:4][C:5]([Cl:8])=[N:6][CH:7]=1.[C:15]([Si:19]([CH3:25])([CH3:24])[O:20]CC#C)([CH3:18])([CH3:17])[CH3:16], predict the reaction product. The product is: [Si:19]([O:20][CH2:14][C:11]1[N:10]=[CH:9][C:3]2[C:2]([CH:13]=1)=[CH:7][N:6]=[C:5]([Cl:8])[CH:4]=2)([C:15]([CH3:18])([CH3:17])[CH3:16])([CH3:25])[CH3:24]. (3) Given the reactants [CH3:1][Si](C=[N+]=[N-])(C)C.[CH3:8][O:9][C:10]1[N:15]=[N:14][C:13]([N:16]2[C:20]([C:21]3[CH:26]=[N:25][C:24]([CH3:27])=[CH:23][N:22]=3)=[CH:19][C:18]([C:28]([OH:30])=[O:29])=[N:17]2)=[CH:12][CH:11]=1, predict the reaction product. The product is: [CH3:1][O:29][C:28]([C:18]1[CH:19]=[C:20]([C:21]2[CH:26]=[N:25][C:24]([CH3:27])=[CH:23][N:22]=2)[N:16]([C:13]2[N:14]=[N:15][C:10]([O:9][CH3:8])=[CH:11][CH:12]=2)[N:17]=1)=[O:30]. (4) Given the reactants Br[C:2]1[CH:7]=[CH:6][C:5]([O:8][CH3:9])=[CH:4][CH:3]=1.[Li]CCCC.CON(C)[C:18]([CH:20]1[CH2:25][CH2:24][O:23][CH2:22][CH2:21]1)=[O:19], predict the reaction product. The product is: [CH3:9][O:8][C:5]1[CH:6]=[CH:7][C:2]([C:18]([CH:20]2[CH2:25][CH2:24][O:23][CH2:22][CH2:21]2)=[O:19])=[CH:3][CH:4]=1. (5) Given the reactants CC1C=CC(C(O)=O)=CC=1.C(ON1C(=O)C2=CC=CC=C2C1=O)(=O)C.O=O.[C:28](O)(=[O:38])[C:29]1[CH:37]=[CH:36][C:32]([C:33]([OH:35])=[O:34])=[CH:31][CH:30]=1, predict the reaction product. The product is: [C:33]([C:32]1[CH:36]=[CH:37][C:29]([CH:28]=[O:38])=[CH:30][CH:31]=1)([OH:35])=[O:34]. (6) Given the reactants [OH:1][CH:2]1[CH2:7][CH2:6][NH:5][CH2:4][CH2:3]1.N(CC)(CC)CC.Br[CH2:16][C:17]([O:19][CH3:20])=[O:18].O, predict the reaction product. The product is: [CH3:20][O:19][C:17](=[O:18])[CH2:16][N:5]1[CH2:6][CH2:7][CH:2]([OH:1])[CH2:3][CH2:4]1.